This data is from NCI-60 drug combinations with 297,098 pairs across 59 cell lines. The task is: Regression. Given two drug SMILES strings and cell line genomic features, predict the synergy score measuring deviation from expected non-interaction effect. (1) Drug 1: CN(C)N=NC1=C(NC=N1)C(=O)N. Drug 2: C1CCC(C(C1)N)N.C(=O)(C(=O)[O-])[O-].[Pt+4]. Cell line: KM12. Synergy scores: CSS=14.4, Synergy_ZIP=-2.47, Synergy_Bliss=-1.11, Synergy_Loewe=6.26, Synergy_HSA=6.56. (2) Drug 1: C1=CC(=CC=C1C#N)C(C2=CC=C(C=C2)C#N)N3C=NC=N3. Drug 2: CC1=C(C=C(C=C1)C(=O)NC2=CC(=CC(=C2)C(F)(F)F)N3C=C(N=C3)C)NC4=NC=CC(=N4)C5=CN=CC=C5. Cell line: UACC-257. Synergy scores: CSS=-2.36, Synergy_ZIP=0.0178, Synergy_Bliss=-2.93, Synergy_Loewe=-3.81, Synergy_HSA=-4.03. (3) Drug 1: CC1=C(C(CCC1)(C)C)C=CC(=CC=CC(=CC(=O)O)C)C. Drug 2: CC12CCC3C(C1CCC2OP(=O)(O)O)CCC4=C3C=CC(=C4)OC(=O)N(CCCl)CCCl.[Na+]. Cell line: ACHN. Synergy scores: CSS=8.30, Synergy_ZIP=-3.73, Synergy_Bliss=-0.634, Synergy_Loewe=0.278, Synergy_HSA=1.22. (4) Drug 1: CC1=CC2C(CCC3(C2CCC3(C(=O)C)OC(=O)C)C)C4(C1=CC(=O)CC4)C. Drug 2: CNC(=O)C1=NC=CC(=C1)OC2=CC=C(C=C2)NC(=O)NC3=CC(=C(C=C3)Cl)C(F)(F)F. Cell line: SF-268. Synergy scores: CSS=18.9, Synergy_ZIP=-1.42, Synergy_Bliss=4.91, Synergy_Loewe=-10.6, Synergy_HSA=0.781. (5) Drug 1: CNC(=O)C1=CC=CC=C1SC2=CC3=C(C=C2)C(=NN3)C=CC4=CC=CC=N4. Drug 2: C1C(C(OC1N2C=C(C(=O)NC2=O)F)CO)O. Cell line: HCT116. Synergy scores: CSS=41.3, Synergy_ZIP=-0.195, Synergy_Bliss=-0.903, Synergy_Loewe=-8.93, Synergy_HSA=1.50. (6) Drug 1: CC1OCC2C(O1)C(C(C(O2)OC3C4COC(=O)C4C(C5=CC6=C(C=C35)OCO6)C7=CC(=C(C(=C7)OC)O)OC)O)O. Drug 2: CC(C)(C#N)C1=CC=C(C=C1)N2C3=C4C=C(C=CC4=NC=C3N(C2=O)C)C5=CC6=CC=CC=C6N=C5. Cell line: SW-620. Synergy scores: CSS=67.5, Synergy_ZIP=-1.43, Synergy_Bliss=-2.65, Synergy_Loewe=-6.74, Synergy_HSA=3.52. (7) Drug 1: COC1=C(C=C2C(=C1)N=CN=C2NC3=CC(=C(C=C3)F)Cl)OCCCN4CCOCC4. Drug 2: C1C(C(OC1N2C=NC3=C2NC=NCC3O)CO)O. Cell line: MDA-MB-435. Synergy scores: CSS=13.3, Synergy_ZIP=-1.38, Synergy_Bliss=1.77, Synergy_Loewe=-2.76, Synergy_HSA=1.34. (8) Drug 1: COC1=C(C=C2C(=C1)N=CN=C2NC3=CC(=C(C=C3)F)Cl)OCCCN4CCOCC4. Drug 2: C1=NC2=C(N1)C(=S)N=CN2. Cell line: A549. Synergy scores: CSS=29.7, Synergy_ZIP=-6.65, Synergy_Bliss=-4.89, Synergy_Loewe=-1.80, Synergy_HSA=0.180. (9) Drug 1: C1CC(=O)NC(=O)C1N2CC3=C(C2=O)C=CC=C3N. Drug 2: C1C(C(OC1N2C=NC3=C(N=C(N=C32)Cl)N)CO)O. Cell line: HOP-62. Synergy scores: CSS=5.89, Synergy_ZIP=-2.84, Synergy_Bliss=-2.09, Synergy_Loewe=-8.63, Synergy_HSA=-2.16. (10) Drug 1: C1=NC2=C(N1)C(=S)N=C(N2)N. Drug 2: C1=NC2=C(N=C(N=C2N1C3C(C(C(O3)CO)O)F)Cl)N. Cell line: M14. Synergy scores: CSS=41.8, Synergy_ZIP=-4.85, Synergy_Bliss=-4.53, Synergy_Loewe=-7.47, Synergy_HSA=-1.47.